From a dataset of Peptide-MHC class II binding affinity with 134,281 pairs from IEDB. Regression. Given a peptide amino acid sequence and an MHC pseudo amino acid sequence, predict their binding affinity value. This is MHC class II binding data. (1) The peptide sequence is MAFLEESHPGIFENS. The MHC is DRB4_0101 with pseudo-sequence DRB4_0103. The binding affinity (normalized) is 0.182. (2) The binding affinity (normalized) is 0.286. The MHC is DRB1_1501 with pseudo-sequence DRB1_1501. The peptide sequence is LRIAAKIYSEADEAW.